This data is from Full USPTO retrosynthesis dataset with 1.9M reactions from patents (1976-2016). The task is: Predict the reactants needed to synthesize the given product. (1) The reactants are: [N:1]1[CH:6]=[CH:5][C:4]([CH2:7][OH:8])=[CH:3][CH:2]=1.[H-].[Na+].[CH2:11]([O:18][C:19]1[CH:24]=[CH:23][C:22]([Br:25])=[C:21](F)[C:20]=1[F:27])[C:12]1[CH:17]=[CH:16][CH:15]=[CH:14][CH:13]=1. Given the product [CH2:11]([O:18][C:19]1[C:20]([F:27])=[C:21]([C:22]([Br:25])=[CH:23][CH:24]=1)[O:8][CH2:7][C:4]1[CH:5]=[CH:6][N:1]=[CH:2][CH:3]=1)[C:12]1[CH:13]=[CH:14][CH:15]=[CH:16][CH:17]=1, predict the reactants needed to synthesize it. (2) The reactants are: [C:1]1([NH:7][C:8]2[CH:16]=[CH:15][CH:14]=[C:13]3[C:9]=2[CH:10]=[CH:11][N:12]3[Si:17]([CH:24]([CH3:26])[CH3:25])([CH:21]([CH3:23])[CH3:22])[CH:18]([CH3:20])[CH3:19])[CH:6]=[CH:5][CH:4]=[CH:3][CH:2]=1.[Cl:27][CH2:28][C:29](Cl)=[O:30]. Given the product [Cl:27][CH2:28][C:29]([N:7]([C:1]1[CH:2]=[CH:3][CH:4]=[CH:5][CH:6]=1)[C:8]1[CH:16]=[CH:15][CH:14]=[C:13]2[C:9]=1[CH:10]=[CH:11][N:12]2[Si:17]([CH:21]([CH3:23])[CH3:22])([CH:24]([CH3:26])[CH3:25])[CH:18]([CH3:19])[CH3:20])=[O:30], predict the reactants needed to synthesize it. (3) Given the product [CH3:14][N:15]([CH3:21])[CH:16]1[CH2:20][CH2:19][N:18]([C:2]2[S:3][C:4]3[CH:10]=[C:9]([NH2:11])[CH:8]=[CH:7][C:5]=3[N:6]=2)[CH2:17]1, predict the reactants needed to synthesize it. The reactants are: Cl[C:2]1[S:3][C:4]2[CH:10]=[C:9]([N+:11]([O-])=O)[CH:8]=[CH:7][C:5]=2[N:6]=1.[CH3:14][N:15]([CH3:21])[C@@H:16]1[CH2:20][CH2:19][NH:18][CH2:17]1.C(OCC)(=O)C. (4) Given the product [Cl:1][C:2]1[C:3]([NH:20][C:21]2[CH:25]=[C:24]([CH:26]3[CH2:28][CH2:27]3)[NH:23][N:22]=2)=[N:4][C:5]([C:8]2[S:12][C:11]([C:13](=[O:19])[C:14]([OH:16])=[O:15])=[CH:10][CH:9]=2)=[N:6][CH:7]=1, predict the reactants needed to synthesize it. The reactants are: [Cl:1][C:2]1[C:3]([NH:20][C:21]2[CH:25]=[C:24]([CH:26]3[CH2:28][CH2:27]3)[NH:23][N:22]=2)=[N:4][C:5]([C:8]2[S:12][C:11]([C:13](=[O:19])[C:14]([O:16]CC)=[O:15])=[CH:10][CH:9]=2)=[N:6][CH:7]=1.[OH-].[Na+]. (5) Given the product [Cl:1][C:2]1[CH:3]=[N+:4]([O-:44])[CH:5]=[C:6]([Cl:43])[C:7]=1[CH2:8][C@@H:9]([C:28]1[CH:33]=[CH:32][C:31]([O:34][CH:35]([F:36])[F:37])=[C:30]([O:38][CH2:39][CH:40]2[CH2:42][CH2:41]2)[CH:29]=1)[O:10][C:11](=[O:27])[CH2:12][N:13]([CH2:46][CH2:47][N:48]1[CH2:53][CH2:52][O:51][CH2:50][CH2:49]1)[S:14]([C:17]1[CH:22]=[CH:21][C:20]([O:23][CH3:24])=[C:19]([O:25][CH3:26])[CH:18]=1)(=[O:15])=[O:16], predict the reactants needed to synthesize it. The reactants are: [Cl:1][C:2]1[CH:3]=[N+:4]([O-:44])[CH:5]=[C:6]([Cl:43])[C:7]=1[CH2:8][C@@H:9]([C:28]1[CH:33]=[CH:32][C:31]([O:34][CH:35]([F:37])[F:36])=[C:30]([O:38][CH2:39][CH:40]2[CH2:42][CH2:41]2)[CH:29]=1)[O:10][C:11](=[O:27])[CH2:12][NH:13][S:14]([C:17]1[CH:22]=[CH:21][C:20]([O:23][CH3:24])=[C:19]([O:25][CH3:26])[CH:18]=1)(=[O:16])=[O:15].Cl[CH2:46][CH2:47][N:48]1[CH2:53][CH2:52][O:51][CH2:50][CH2:49]1.C([O-])([O-])=O.[K+].[K+]. (6) Given the product [Cl:1][C:2]1[CH:7]=[C:6]([O:17][CH3:16])[C:5]([CH3:9])=[CH:4][C:3]=1[N+:10]([O-:12])=[O:11], predict the reactants needed to synthesize it. The reactants are: [Cl:1][C:2]1[CH:7]=[C:6](F)[C:5]([CH3:9])=[CH:4][C:3]=1[N+:10]([O-:12])=[O:11].CN([CH:16]=[O:17])C. (7) Given the product [CH2:12]([O:1][C:2]1[CH:3]=[CH:4][C:5]([CH3:11])=[C:6]([CH:10]=1)[C:7]([O:9][CH2:11][C:5]1[CH:6]=[CH:10][CH:2]=[CH:3][CH:4]=1)=[O:8])[C:13]1[CH:18]=[CH:17][CH:16]=[CH:15][CH:14]=1, predict the reactants needed to synthesize it. The reactants are: [OH:1][C:2]1[CH:3]=[CH:4][C:5]([CH3:11])=[C:6]([CH:10]=1)[C:7]([OH:9])=[O:8].[CH2:12](Br)[C:13]1[CH:18]=[CH:17][CH:16]=[CH:15][CH:14]=1.C(=O)([O-])[O-].[K+].[K+].O.